This data is from Reaction yield outcomes from USPTO patents with 853,638 reactions. The task is: Predict the reaction yield, written as a fraction of the theoretical maximum amount of product (1.0 means a 100% yield; for example, 0.34 means a 34% yield). (1) The reactants are Br[C:2]1[C:27](=[O:28])[N:26]([CH:29]([CH3:31])[CH3:30])[C:5]2[N:6]=[C:7]([NH:11][C:12]3[CH:17]=[CH:16][C:15]([N:18]4[CH2:23][CH2:22][N:21]([CH2:24][CH3:25])[CH2:20][CH2:19]4)=[CH:14][CH:13]=3)[N:8]=[C:9]([CH3:10])[C:4]=2[CH:3]=1.[S:32]1[CH:36]=[CH:35][CH:34]=[C:33]1B(O)O.C(N(CC)CC)C.COCCOC. The catalyst is O. The product is [CH2:24]([N:21]1[CH2:20][CH2:19][N:18]([C:15]2[CH:14]=[CH:13][C:12]([NH:11][C:7]3[N:8]=[C:9]([CH3:10])[C:4]4[CH:3]=[C:2]([C:33]5[S:32][CH:36]=[CH:35][CH:34]=5)[C:27](=[O:28])[N:26]([CH:29]([CH3:30])[CH3:31])[C:5]=4[N:6]=3)=[CH:17][CH:16]=2)[CH2:23][CH2:22]1)[CH3:25]. The yield is 0.0700. (2) The reactants are [OH:1][CH2:2][C:3]1[CH:12]=[CH:11][C:6]([C:7]([O:9][CH3:10])=[O:8])=[CH:5][N:4]=1. The catalyst is C(Cl)Cl.O=[Mn]=O. The product is [CH:2]([C:3]1[CH:12]=[CH:11][C:6]([C:7]([O:9][CH3:10])=[O:8])=[CH:5][N:4]=1)=[O:1]. The yield is 0.970. (3) The reactants are I[C:2]1[C:10]2[C:9]([NH2:11])=[N:8][CH:7]=[N:6][C:5]=2[N:4]([CH:12]([CH3:14])[CH3:13])[CH:3]=1.[CH3:15][NH:16][C:17]([NH:19][C:20]1[S:21][C:22]2[CH:28]=[C:27](B3OC(C)(C)C(C)(C)O3)[CH:26]=[CH:25][C:23]=2[N:24]=1)=[O:18].C([O-])([O-])=O.[Na+].[Na+]. The catalyst is COCCOC.C1C=CC([P]([Pd]([P](C2C=CC=CC=2)(C2C=CC=CC=2)C2C=CC=CC=2)([P](C2C=CC=CC=2)(C2C=CC=CC=2)C2C=CC=CC=2)[P](C2C=CC=CC=2)(C2C=CC=CC=2)C2C=CC=CC=2)(C2C=CC=CC=2)C2C=CC=CC=2)=CC=1. The product is [NH2:11][C:9]1[C:10]2[C:2]([C:27]3[CH:26]=[CH:25][C:23]4[N:24]=[C:20]([NH:19][C:17]([NH:16][CH3:15])=[O:18])[S:21][C:22]=4[CH:28]=3)=[CH:3][N:4]([CH:12]([CH3:14])[CH3:13])[C:5]=2[N:6]=[CH:7][N:8]=1. The yield is 0.580. (4) The reactants are [H-].[Al+3].[Li+].[H-].[H-].[H-].[NH:7]1[C:16]2[C:11](=[CH:12][CH:13]=[CH:14][CH:15]=2)[NH:10][CH2:9][C:8]1=O. The catalyst is C1COCC1. The product is [NH:7]1[C:16]2[C:11](=[CH:12][CH:13]=[CH:14][CH:15]=2)[NH:10][CH2:9][CH2:8]1. The yield is 0.800.